From a dataset of Forward reaction prediction with 1.9M reactions from USPTO patents (1976-2016). Predict the product of the given reaction. Given the reactants [CH2:1]([O:3][C:4]([C:6]1[S:16][C:9]2[N:10]=[C:11]([NH2:15])[N:12]=[C:13](Cl)[C:8]=2[CH:7]=1)=[O:5])[CH3:2].[CH3:17][C:18]1[CH:25]=[CH:24][C:21]([CH:22]=[O:23])=[CH:20][C:19]=1B1OC(C)(C)C(C)(C)O1.C(=O)([O-])O.[Na+].CN(C=O)C, predict the reaction product. The product is: [CH2:1]([O:3][C:4]([C:6]1[S:16][C:9]2[N:10]=[C:11]([NH2:15])[N:12]=[C:13]([C:25]3[CH:24]=[C:21]([CH:22]=[O:23])[CH:20]=[CH:19][C:18]=3[CH3:17])[C:8]=2[CH:7]=1)=[O:5])[CH3:2].